This data is from Full USPTO retrosynthesis dataset with 1.9M reactions from patents (1976-2016). The task is: Predict the reactants needed to synthesize the given product. The reactants are: Br[C:2]1[CH:3]=[N:4][CH:5]=[CH:6][C:7]=1[CH3:8].C1(P(C2CCCCC2)C2C=CC=CC=2C2C(CCC)=CC(CCC)=CC=2CCC)CCCCC1.C(=O)([O-])[O-].[Cs+].[Cs+].[CH3:49][O:50][C:51]1[CH:52]=[C:53]([CH:55]=[CH:56][CH:57]=1)[NH2:54]. Given the product [CH3:49][O:50][C:51]1[CH:52]=[C:53]([NH:54][C:2]2[CH:3]=[N:4][CH:5]=[CH:6][C:7]=2[CH3:8])[CH:55]=[CH:56][CH:57]=1, predict the reactants needed to synthesize it.